From a dataset of TCR-epitope binding with 47,182 pairs between 192 epitopes and 23,139 TCRs. Binary Classification. Given a T-cell receptor sequence (or CDR3 region) and an epitope sequence, predict whether binding occurs between them. (1) The epitope is LLFNKVTLA. The TCR CDR3 sequence is CASSDLANEQFF. Result: 0 (the TCR does not bind to the epitope). (2) The epitope is QECVRGTTVL. The TCR CDR3 sequence is CAISESTSGIYEQYF. Result: 1 (the TCR binds to the epitope).